From a dataset of Catalyst prediction with 721,799 reactions and 888 catalyst types from USPTO. Predict which catalyst facilitates the given reaction. (1) Reactant: I[C:2]1[S:6][C:5]([C:7]2[CH:8]=[C:9]3[C:13](=[CH:14][CH:15]=2)[C:12](=[O:16])[N:11]([CH3:17])[CH2:10]3)=[CH:4][CH:3]=1.[NH2:18][C:19]1[CH:20]=[C:21](B(O)O)[CH:22]=[CH:23][CH:24]=1. Product: [NH2:18][C:19]1[CH:24]=[C:23]([C:2]2[S:6][C:5]([C:7]3[CH:8]=[C:9]4[C:13](=[CH:14][CH:15]=3)[C:12](=[O:16])[N:11]([CH3:17])[CH2:10]4)=[CH:4][CH:3]=2)[CH:22]=[CH:21][CH:20]=1. The catalyst class is: 61. (2) Reactant: [O:1]1[CH:5]=[CH:4][CH:3]=[C:2]1[C:6]([N:8]1[C:17]2[C:12](=[CH:13][CH:14]=[C:15]([C:18]3[CH:23]=[CH:22][C:21]([S:24]([CH3:27])(=[O:26])=[O:25])=[CH:20][CH:19]=3)[CH:16]=2)[NH:11][C@@H:10]([CH3:28])[CH2:9]1)=[O:7].C(N(CC)C(C)C)(C)C.[CH3:38][S:39](O[S:39]([CH3:38])(=[O:41])=[O:40])(=[O:41])=[O:40].C(Cl)(=O)C1C=CC=CC=1. Product: [O:1]1[CH:5]=[CH:4][CH:3]=[C:2]1[C:6]([N:8]1[C:17]2[C:12](=[CH:13][CH:14]=[C:15]([C:18]3[CH:23]=[CH:22][C:21]([S:24]([CH3:27])(=[O:25])=[O:26])=[CH:20][CH:19]=3)[CH:16]=2)[N:11]([S:39]([CH3:38])(=[O:41])=[O:40])[C@@H:10]([CH3:28])[CH2:9]1)=[O:7]. The catalyst class is: 768. (3) Reactant: Cl[C:2]1[N:7]=[C:6]([C:8]2[CH:13]=[CH:12][N:11]=[C:10]([Cl:14])[CH:9]=2)[N:5]=[CH:4][N:3]=1.[CH3:15][O:16][C:17]1[N:22]=[CH:21][C:20]([NH2:23])=[CH:19][CH:18]=1.C(=O)([O-])[O-].[K+].[K+]. Product: [Cl:14][C:10]1[CH:9]=[C:8]([C:6]2[N:5]=[CH:4][N:3]=[C:2]([NH:23][C:20]3[CH:21]=[N:22][C:17]([O:16][CH3:15])=[CH:18][CH:19]=3)[N:7]=2)[CH:13]=[CH:12][N:11]=1. The catalyst class is: 10.